From a dataset of Catalyst prediction with 721,799 reactions and 888 catalyst types from USPTO. Predict which catalyst facilitates the given reaction. (1) Reactant: [Cl:1][C:2]1[CH:3]=[C:4]([N:9]2[CH2:18][CH2:17][C:12]3(OCCO3)[CH2:11][CH2:10]2)[CH:5]=[CH:6][C:7]=1[Cl:8].Cl.[NH2:20][OH:21]. Product: [Cl:1][C:2]1[CH:3]=[C:4]([N:9]2[CH2:18][CH2:17][C:12](=[N:20][OH:21])[CH2:11][CH2:10]2)[CH:5]=[CH:6][C:7]=1[Cl:8]. The catalyst class is: 5. (2) Reactant: Cl.[F:2][CH:3]1[C:8](=[O:9])[CH2:7][CH2:6][NH:5][CH2:4]1.C([O-])(O)=O.[Na+].[C:15](Cl)(=[O:28])[O:16][CH2:17][C:18]1[CH:27]=[CH:26][C:25]2[C:20](=[CH:21][CH:22]=[CH:23][CH:24]=2)[CH:19]=1. Product: [F:2][CH:3]1[C:8](=[O:9])[CH2:7][CH2:6][N:5]([C:15]([O:16][CH2:17][C:18]2[CH:27]=[CH:26][C:25]3[C:20](=[CH:21][CH:22]=[CH:23][CH:24]=3)[CH:19]=2)=[O:28])[CH2:4]1. The catalyst class is: 20. (3) Reactant: [CH3:1][O:2][C:3]([CH:5](P(OC)(OC)=O)[NH:6][C:7]([O:9][CH2:10][C:11]1[CH:16]=[CH:15][CH:14]=[CH:13][CH:12]=1)=[O:8])=[O:4].[F:23][C:24]1[CH:31]=[CH:30][C:29]([F:32])=[CH:28][C:25]=1[CH:26]=O.C1CCN2C(=NCCC2)CC1. Product: [CH2:10]([O:9][C:7]([NH:6]/[C:5](=[CH:26]\[C:25]1[CH:28]=[C:29]([F:32])[CH:30]=[CH:31][C:24]=1[F:23])/[C:3]([O:2][CH3:1])=[O:4])=[O:8])[C:11]1[CH:12]=[CH:13][CH:14]=[CH:15][CH:16]=1. The catalyst class is: 4. (4) Reactant: C[C:2]1[CH:3]=[C:4]2[C:9](=[C:10]([NH2:12])[CH:11]=1)[N:8]=[CH:7][CH:6]=[CH:5]2.[C:13]1([S:19](Cl)(=[O:21])=[O:20])[CH:18]=[CH:17][CH:16]=[CH:15][CH:14]=1.[CH3:23]CCCCC. Product: [CH3:23][C:6]1[CH:7]=[N:8][C:9]2[C:4]([CH:5]=1)=[CH:3][CH:2]=[CH:11][C:10]=2[NH:12][S:19]([C:13]1[CH:18]=[CH:17][CH:16]=[CH:15][CH:14]=1)(=[O:21])=[O:20]. The catalyst class is: 142. (5) Reactant: [C:1]([CH2:3][C:4]([N:6]1[CH2:9][CH:8]([CH2:10][NH:11][C:12]2[N:17]3[CH:18]=[CH:19][N:20]=[C:16]3[C:15]([C:21]([NH2:23])=[O:22])=[C:14]([NH:24][C:25]3[CH:30]=[C:29]([O:31][CH3:32])[CH:28]=[C:27]([O:33][CH3:34])[CH:26]=3)[N:13]=2)[CH2:7]1)=[O:5])#[N:2].[CH:35]1([CH:38]=O)[CH2:37][CH2:36]1.N1CCCCC1. Product: [C:1]([C:3](=[CH:38][CH:35]1[CH2:37][CH2:36]1)[C:4]([N:6]1[CH2:9][CH:8]([CH2:10][NH:11][C:12]2[N:17]3[CH:18]=[CH:19][N:20]=[C:16]3[C:15]([C:21]([NH2:23])=[O:22])=[C:14]([NH:24][C:25]3[CH:26]=[C:27]([O:33][CH3:34])[CH:28]=[C:29]([O:31][CH3:32])[CH:30]=3)[N:13]=2)[CH2:7]1)=[O:5])#[N:2]. The catalyst class is: 1. (6) Reactant: Cl.[OH:2][NH2:3].CC([O-])=O.[Na+].[CH3:9][O:10][C:11]1[CH:16]=[CH:15][C:14]([CH2:17][C:18](=O)[CH2:19][CH3:20])=[CH:13][CH:12]=1. Product: [CH3:9][O:10][C:11]1[CH:16]=[CH:15][C:14]([CH2:17][C:18](=[N:3][OH:2])[CH2:19][CH3:20])=[CH:13][CH:12]=1. The catalyst class is: 14.